Predict the reactants needed to synthesize the given product. From a dataset of Full USPTO retrosynthesis dataset with 1.9M reactions from patents (1976-2016). The reactants are: Br[C:2]1[CH:3]=[C:4]([CH:7]=[C:8]([F:10])[CH:9]=1)[C:5]#[N:6].[CH3:11][Si:12]([C:15]#[CH:16])([CH3:14])[CH3:13].C(N(CC)CC)C. Given the product [F:10][C:8]1[CH:7]=[C:4]([CH:3]=[C:2]([C:16]#[C:15][Si:12]([CH3:14])([CH3:13])[CH3:11])[CH:9]=1)[C:5]#[N:6], predict the reactants needed to synthesize it.